Dataset: Forward reaction prediction with 1.9M reactions from USPTO patents (1976-2016). Task: Predict the product of the given reaction. (1) Given the reactants [C:1]([O:5][C:6]([NH:8][C@:9]1([C:16]([OH:18])=O)[CH2:11][C@H:10]1[CH2:12][CH:13]([F:15])[F:14])=[O:7])([CH3:4])([CH3:3])[CH3:2].C1N=CN(C(N2C=NC=C2)=O)C=1.[CH:31]1([S:34]([NH2:37])(=[O:36])=[O:35])[CH2:33][CH2:32]1.C1CCN2C(=NCCC2)CC1, predict the reaction product. The product is: [CH:31]1([S:34]([NH:37][C:16]([C@@:9]2([NH:8][C:6](=[O:7])[O:5][C:1]([CH3:2])([CH3:3])[CH3:4])[CH2:11][C@H:10]2[CH2:12][CH:13]([F:14])[F:15])=[O:18])(=[O:36])=[O:35])[CH2:33][CH2:32]1. (2) Given the reactants [CH:1]1([C:7]2([CH3:14])[C:11](=[O:12])[NH:10][N:9]=[C:8]2[CH3:13])[CH2:6][CH2:5][CH2:4][CH2:3][CH2:2]1.Br[CH2:16][C:17]([C:19]1[CH:20]=[C:21]([CH3:25])[CH:22]=[CH:23][CH:24]=1)=[O:18], predict the reaction product. The product is: [CH:1]1([C:7]2([CH3:14])[C:11](=[O:12])[N:10]([CH2:16][C:17](=[O:18])[C:19]3[CH:20]=[C:21]([CH3:25])[CH:22]=[CH:23][CH:24]=3)[N:9]=[C:8]2[CH3:13])[CH2:2][CH2:3][CH2:4][CH2:5][CH2:6]1. (3) The product is: [Cl:1][C:2]1[CH:22]=[C:21]([Cl:23])[CH:20]=[CH:19][C:3]=1[CH:4]([O:12][CH:13]1[CH2:14][CH2:15][N:16]([C:29]([NH:28][C:24]([CH3:27])([CH3:26])[CH3:25])=[O:30])[CH2:17][CH2:18]1)[C:5]1[CH:10]=[CH:9][C:8]([Cl:11])=[CH:7][CH:6]=1. Given the reactants [Cl:1][C:2]1[CH:22]=[C:21]([Cl:23])[CH:20]=[CH:19][C:3]=1[CH:4]([O:12][CH:13]1[CH2:18][CH2:17][NH:16][CH2:15][CH2:14]1)[C:5]1[CH:10]=[CH:9][C:8]([Cl:11])=[CH:7][CH:6]=1.[C:24]([N:28]=[C:29]=[O:30])([CH3:27])([CH3:26])[CH3:25].C(N(CC)CC)C, predict the reaction product. (4) Given the reactants [C:1]1([S:7][C:8]2[CH:17]=[C:16]3[C:11]([C:12](=[O:18])[CH2:13]CO3)=[CH:10][CH:9]=2)[CH:6]=[CH:5][CH:4]=[CH:3][CH:2]=1.[CH3:19][OH:20].[OH:21]OS([O-])=O.[K+].S([O-])(O[O-])(=O)=O.[K+].[K+].[OH2:35], predict the reaction product. The product is: [C:1]1([S:7]([C:8]2[CH:17]=[C:16]3[C:11]([C:12](=[O:18])[CH2:13][CH2:19][O:20]3)=[CH:10][CH:9]=2)(=[O:21])=[O:35])[CH:6]=[CH:5][CH:4]=[CH:3][CH:2]=1.